Dataset: Reaction yield outcomes from USPTO patents with 853,638 reactions. Task: Predict the reaction yield, written as a fraction of the theoretical maximum amount of product (1.0 means a 100% yield; for example, 0.34 means a 34% yield). (1) The reactants are [NH2:1][C:2]1[C:11]([O:12][CH3:13])=[CH:10][CH:9]=[CH:8][C:3]=1[C:4]([O:6][CH3:7])=[O:5].[Cl:14]N1C(=O)CCC1=O. The catalyst is CN(C)C=O.C(OCC)(=O)C. The product is [NH2:1][C:2]1[C:11]([O:12][CH3:13])=[CH:10][C:9]([Cl:14])=[CH:8][C:3]=1[C:4]([O:6][CH3:7])=[O:5]. The yield is 0.950. (2) The catalyst is ClCCl.C(O)C.CO.C(O[Ti](OC(C)C)(OC(C)C)OC(C)C)(C)C. The product is [CH3:1][O:2][C:3]1[N:8]=[CH:7][C:6]([NH:9][C:10]2[C:17]([C:18]3[N:26]=[C:25]([CH3:27])[N:24]=[C:23]4[C:19]=3[N:20]=[CH:21][NH:22]4)=[CH:16][C:13]([CH2:14][NH:34][C:35]3[CH:40]=[CH:39][CH:38]=[CH:37][CH:36]=3)=[CH:12][N:11]=2)=[CH:5][CH:4]=1. The yield is 0.770. The reactants are [CH3:1][O:2][C:3]1[N:8]=[CH:7][C:6]([NH:9][C:10]2[C:17]([C:18]3[N:26]=[C:25]([CH3:27])[N:24]=[C:23]4[C:19]=3[N:20]=[CH:21][N:22]4C3CCCCO3)=[CH:16][C:13]([CH:14]=O)=[CH:12][N:11]=2)=[CH:5][CH:4]=1.[NH2:34][C:35]1[CH:40]=[CH:39][CH:38]=[CH:37][CH:36]=1.[BH4-].[Na+].Cl. (3) The reactants are [NH2:1][C:2]1[CH:3]=[C:4]([C:8]2[CH2:9][CH2:10][N:11]([C:14]([O:16][C:17]([CH3:20])([CH3:19])[CH3:18])=[O:15])[CH2:12][CH:13]=2)[CH:5]=[CH:6][CH:7]=1. The catalyst is C(O)C.[Pd]. The product is [NH2:1][C:2]1[CH:3]=[C:4]([CH:8]2[CH2:9][CH2:10][N:11]([C:14]([O:16][C:17]([CH3:20])([CH3:19])[CH3:18])=[O:15])[CH2:12][CH2:13]2)[CH:5]=[CH:6][CH:7]=1. The yield is 0.840. (4) The reactants are [CH3:1][C:2]1([CH3:9])[C:6]([CH3:8])([CH3:7])[O:5][BH:4][O:3]1.[C:10]([C:12]1[CH:17]=[CH:16][C:15]([CH2:18][N:19]([CH3:21])[CH3:20])=[CH:14][CH:13]=1)#[CH:11]. The catalyst is C1(C)C=CC=CC=1. The product is [CH3:20][N:19]([CH3:21])[CH2:18][C:15]1[CH:16]=[CH:17][C:12](/[CH:10]=[CH:11]/[B:4]2[O:5][C:6]([CH3:8])([CH3:7])[C:2]([CH3:9])([CH3:1])[O:3]2)=[CH:13][CH:14]=1. The yield is 0.200. (5) The reactants are [CH3:1][C:2]([NH2:22])([CH3:21])[CH2:3][NH:4][C:5]1[C:14]2[C:9](=[CH:10][N:11]=[CH:12][CH:13]=2)[CH:8]=[C:7]([C:15]2[CH:20]=[CH:19][N:18]=[CH:17][CH:16]=2)[N:6]=1.N1C=CC=CC=1.[C:29](Cl)(=[O:31])[CH3:30]. The catalyst is ClCCl. The product is [CH3:21][C:2]([NH:22][C:29](=[O:31])[CH3:30])([CH3:1])[CH2:3][NH:4][C:5]1[C:14]2[C:9](=[CH:10][N:11]=[CH:12][CH:13]=2)[CH:8]=[C:7]([C:15]2[CH:20]=[CH:19][N:18]=[CH:17][CH:16]=2)[N:6]=1. The yield is 0.540. (6) The reactants are Cl.C(N=C=NCCCN(C)C)C.Cl.Cl.[NH2:15][C@@H:16]([CH:33]([CH3:35])[CH3:34])[C:17]([N:19]1[CH2:24][CH2:23][CH:22]([NH:25][C:26]2[CH:31]=[CH:30][C:29]([F:32])=[CH:28][CH:27]=2)[CH2:21][CH2:20]1)=[O:18].[OH:36][C:37]1[C:38]([C:47](O)=[O:48])=[N:39][C:40]2[C:45]([N:46]=1)=[CH:44][CH:43]=[CH:42][CH:41]=2.O.ON1C2C=CC=CC=2N=N1.CN1CCOCC1. The catalyst is C(O)C.C(OCC)C.O.C(Cl)Cl. The product is [F:32][C:29]1[CH:28]=[CH:27][C:26]([NH:25][CH:22]2[CH2:23][CH2:24][N:19]([C:17]([C@@H:16]([NH:15][C:47]([C:38]3[C:37]([OH:36])=[N:46][C:45]4[C:40](=[CH:41][CH:42]=[CH:43][CH:44]=4)[N:39]=3)=[O:48])[CH:33]([CH3:35])[CH3:34])=[O:18])[CH2:20][CH2:21]2)=[CH:31][CH:30]=1. The yield is 0.640. (7) The product is [OH:30][CH:27]([CH2:28][OH:29])[CH2:26][O:25]/[N:24]=[C:21](/[C:18]1[N:17]=[C:16]2[N:12]([CH2:11][C:7]3[CH:6]=[C:5]4[C:10](=[CH:9][CH:8]=3)[N:1]=[CH:2][CH:3]=[CH:4]4)[N:13]=[N:14][C:15]2=[N:20][CH:19]=1)\[CH3:22]. No catalyst specified. The reactants are [N:1]1[C:10]2[C:5](=[CH:6][C:7]([CH2:11][N:12]3[C:16]4=[N:17][C:18]([C:21](=O)[CH3:22])=[CH:19][N:20]=[C:15]4[N:14]=[N:13]3)=[CH:8][CH:9]=2)[CH:4]=[CH:3][CH:2]=1.[NH2:24][O:25][CH2:26][CH:27]([OH:30])[CH2:28][OH:29].OCC(ON1C(=O)C2C(=CC=CC=2)C1=O)CO. The yield is 0.400. (8) The yield is 0.770. The catalyst is O1CCCC1.O.C1C=CC=CC=1.ClCCl. The product is [CH2:26]([O:25][C:23]([NH:17][C@H:6]1[C@H:7]2[CH2:11][C@H:10]([CH:9]=[CH:8]2)[C@H:5]1[C:3]([O:2][CH3:1])=[O:4])=[O:24])[C:27]1[CH:36]=[CH:35][CH:34]=[CH:33][CH:32]=1. The reactants are [CH3:1][O:2][C:3]([C@@H:5]1[C@@H:10]2[CH2:11][C@@H:7]([CH:8]=[CH:9]2)[C@@H:6]1C(O)=O)=[O:4].C([N:17](CC)CC)C.Cl[C:23]([O:25][CH2:26][CH3:27])=[O:24].[N-]=[N+]=[N-].[Na+].[CH2:32](O)[C:33]1C=C[CH:36]=[CH:35][CH:34]=1. (9) The catalyst is CO. The reactants are [BH4-].[Na+].[CH:3]([C:5]1[CH:6]=[CH:7][C:8]([O:13][C:14]2[CH:19]=[CH:18][CH:17]=[C:16]([C:20]([F:23])([F:22])[F:21])[CH:15]=2)=[C:9]([CH:12]=1)[C:10]#[N:11])=[O:4]. The yield is 0.950. The product is [OH:4][CH2:3][C:5]1[CH:6]=[CH:7][C:8]([O:13][C:14]2[CH:19]=[CH:18][CH:17]=[C:16]([C:20]([F:21])([F:22])[F:23])[CH:15]=2)=[C:9]([CH:12]=1)[C:10]#[N:11]. (10) The reactants are [CH3:1][O:2][C:3](=[O:46])[CH2:4][C:5](=[O:45])[CH2:6][CH:7]([O:37][Si](C(C)(C)C)(C)C)[CH:8]=[CH:9][C:10]1[N:11]([C:30]2[CH:35]=[CH:34][C:33]([F:36])=[CH:32][CH:31]=2)[N:12]=[C:13]([C:18](=[O:29])[N:19]([CH3:28])[CH2:20][C:21]2[CH:26]=[CH:25][CH:24]=[CH:23][C:22]=2[CH3:27])[C:14]=1[CH:15]([CH3:17])[CH3:16].CCOC(C)=O. The catalyst is CC#N.O. The product is [CH3:1][O:2][C:3](=[O:46])[CH2:4][C:5](=[O:45])[CH2:6][CH:7]([OH:37])[CH:8]=[CH:9][C:10]1[N:11]([C:30]2[CH:31]=[CH:32][C:33]([F:36])=[CH:34][CH:35]=2)[N:12]=[C:13]([C:18](=[O:29])[N:19]([CH3:28])[CH2:20][C:21]2[CH:26]=[CH:25][CH:24]=[CH:23][C:22]=2[CH3:27])[C:14]=1[CH:15]([CH3:16])[CH3:17]. The yield is 0.980.